From a dataset of Forward reaction prediction with 1.9M reactions from USPTO patents (1976-2016). Predict the product of the given reaction. (1) The product is: [Cl:8][C:9]1[CH:10]=[CH:11][C:12]([C:15]2[CH:16]=[CH:17][C:18]([C:21]#[C:22][C:24]3[CH:29]=[N:28][C:27]([O:30][CH2:31][CH2:32][N:33]4[CH2:37][CH2:36][CH2:35][CH2:34]4)=[N:26][CH:25]=3)=[N:19][CH:20]=2)=[CH:13][CH:14]=1. Given the reactants C(N(CC)CC)C.[Cl:8][C:9]1[CH:14]=[CH:13][C:12]([C:15]2[CH:16]=[CH:17][C:18]([C:21]#[CH:22])=[N:19][CH:20]=2)=[CH:11][CH:10]=1.Br[C:24]1[CH:25]=[N:26][C:27]([O:30][CH2:31][CH2:32][N:33]2[CH2:37][CH2:36][CH2:35][CH2:34]2)=[N:28][CH:29]=1, predict the reaction product. (2) Given the reactants [CH2:1]([O:3][P:4]([C:9]([C:12]1[CH:17]=[CH:16][C:15]([CH2:18]Br)=[CH:14][C:13]=1[Cl:20])([F:11])[F:10])(=[O:8])[O:5][CH2:6][CH3:7])[CH3:2].[CH2:21]([NH:28][S:29]([C:32]1[CH:40]=[CH:39][CH:38]=[CH:37][C:33]=1[C:34]([NH2:36])=[O:35])(=[O:31])=[O:30])[C:22]1[CH:27]=[CH:26][CH:25]=[CH:24][CH:23]=1.C(=O)([O-])[O-].[K+].[K+], predict the reaction product. The product is: [CH2:1]([O:3][P:4]([C:9]([C:12]1[CH:17]=[CH:16][C:15]([CH2:18][N:28]([CH2:21][C:22]2[CH:23]=[CH:24][CH:25]=[CH:26][CH:27]=2)[S:29]([C:32]2[CH:40]=[CH:39][CH:38]=[CH:37][C:33]=2[C:34](=[O:35])[NH2:36])(=[O:31])=[O:30])=[CH:14][C:13]=1[Cl:20])([F:11])[F:10])(=[O:8])[O:5][CH2:6][CH3:7])[CH3:2].